Dataset: Full USPTO retrosynthesis dataset with 1.9M reactions from patents (1976-2016). Task: Predict the reactants needed to synthesize the given product. (1) Given the product [CH:10]1([CH2:13][CH2:14][NH:15][C:16]([C:18]2[N:19]=[N:20][C:21]([N:24]3[CH2:29][CH2:28][N:27]([C:7]([CH:1]4[CH2:6][CH2:5][CH2:4][CH2:3][CH2:2]4)=[O:8])[CH2:26][CH2:25]3)=[CH:22][CH:23]=2)=[O:17])[CH2:12][CH2:11]1, predict the reactants needed to synthesize it. The reactants are: [CH:1]1([C:7](Cl)=[O:8])[CH2:6][CH2:5][CH2:4][CH2:3][CH2:2]1.[CH:10]1([CH2:13][CH2:14][NH:15][C:16]([C:18]2[N:19]=[N:20][C:21]([N:24]3[CH2:29][CH2:28][NH:27][CH2:26][CH2:25]3)=[CH:22][CH:23]=2)=[O:17])[CH2:12][CH2:11]1. (2) Given the product [CH3:34][N:30]1[C:31](=[O:32])[C:27]([CH2:26][NH:25][C:23]([C:6]2[CH:7]=[C:8]([C:10]3[CH:11]=[CH:12][C:13]([CH2:16][N:17]4[CH2:18][CH2:19][O:20][CH2:21][CH2:22]4)=[CH:14][CH:15]=3)[CH:9]=[C:4]([N:3]([CH2:1][CH3:2])[CH:37]3[CH2:38][CH2:39][O:40][CH2:41][CH2:42]3)[C:5]=2[CH3:36])=[O:24])=[C:28]([CH3:35])[NH:29]1, predict the reactants needed to synthesize it. The reactants are: [CH2:1]([N:3]([CH:37]1[CH2:42][CH2:41][O:40][CH2:39][CH2:38]1)[C:4]1[C:5]([CH3:36])=[C:6]([C:23]([NH:25][CH2:26][C:27]2[C:28]([CH3:35])=[N:29][N:30]([CH3:34])[C:31]=2[O:32]C)=[O:24])[CH:7]=[C:8]([C:10]2[CH:15]=[CH:14][C:13]([CH2:16][N:17]3[CH2:22][CH2:21][O:20][CH2:19][CH2:18]3)=[CH:12][CH:11]=2)[CH:9]=1)[CH3:2].[Na+].[I-].C[Si](Cl)(C)C.C(=O)(O)[O-].[Na+].